This data is from HIV replication inhibition screening data with 41,000+ compounds from the AIDS Antiviral Screen. The task is: Binary Classification. Given a drug SMILES string, predict its activity (active/inactive) in a high-throughput screening assay against a specified biological target. (1) The drug is C[N+](C)(C)CC1CCCC(C[N+](C)(C)C)C1O.[I-]. The result is 0 (inactive). (2) The molecule is CC(C)C(NC(=O)OC(C)(C)C)C(=O)N1CCCC1C(=O)OCc1ccccc1. The result is 0 (inactive). (3) The drug is COc1ccc(N2C(=O)c3c(c4[nH]c5ccc(OC)cc5c4c4ccc(C(C)(C)C)cc34)C2=O)cc1. The result is 0 (inactive).